From a dataset of HIV replication inhibition screening data with 41,000+ compounds from the AIDS Antiviral Screen. Binary Classification. Given a drug SMILES string, predict its activity (active/inactive) in a high-throughput screening assay against a specified biological target. (1) The drug is COc1ccc(C=CC(=O)c2cc(C(C)(C)C)c(O)c(C(C)(C)C)c2)cc1. The result is 0 (inactive). (2) The drug is COC(=O)C(Cc1c[nH]c2ccccc12)NP(=O)(O)OCC1C=CC(n2cc(C)c(=O)[nH]c2=O)O1.N. The result is 1 (active). (3) The compound is COc1cccc(CCNc2c(C#N)c3nc4ccccc4n3c3ccccc23)c1. The result is 0 (inactive). (4) The drug is CCc1c(CN)c(CC)c(CNC2=NCCN2)c(CC)c1CNC1=NCCN1.Cl. The result is 0 (inactive). (5) The compound is CC#[N+][Rh+2]1234[O+]=C5N(C(=O)c6ccccc6)CC(C(=O)OC)[NH+]5[Rh+2]1([N+]#CC)([O+]=C1N(C(=O)c5ccccc5)CC(C(=O)OC)[NH+]12)([O+]=C1N(C(=O)c2ccccc2)CC(C(=O)OC)[NH+]13)[NH+]1C(=[O+]4)N(C(=O)c2ccccc2)CC1C(=O)OC. The result is 1 (active). (6) The compound is COc1cc2c3cc1Oc1c(OC)c(OC)cc4c1C(Cc1ccc(O)c(c1)Oc1ccc(cc1)CC3N(C)CC2)N(C)CC4.c1ccccc1. The result is 0 (inactive). (7) The compound is CC1=NC(=Cc2cccc([N+](=O)[O-])c2)C(=O)O1. The result is 0 (inactive). (8) The result is 0 (inactive). The drug is CCOC(=O)C=CC(O)C(O)C=CC(=O)OCC. (9) The drug is Cc1cc(S(=O)(=O)Nc2nnc3c4ccccc4cnn23)c(S)cc1Cl. The result is 1 (active).